This data is from Reaction yield outcomes from USPTO patents with 853,638 reactions. The task is: Predict the reaction yield, written as a fraction of the theoretical maximum amount of product (1.0 means a 100% yield; for example, 0.34 means a 34% yield). (1) The reactants are CC(OC([NH:7][C:8]1[CH:13]=[CH:12][C:11]([CH2:14][C:15]2[CH:20]=[CH:19][C:18]([N+:21]([O-:23])=[O:22])=[CH:17][CH:16]=2)=[CH:10][CH:9]=1)=O)C.Cl. The catalyst is O1CCOCC1.CCOC(C)=O. The product is [N+:21]([C:18]1[CH:17]=[CH:16][C:15]([CH2:14][C:11]2[CH:10]=[CH:9][C:8]([NH2:7])=[CH:13][CH:12]=2)=[CH:20][CH:19]=1)([O-:23])=[O:22]. The yield is 0.890. (2) The reactants are [CH3:1][O:2][CH2:3][CH2:4][O:5][C:6]1[CH:11]=[CH:10][C:9](/[CH:12]=[CH:13]/[C:14]([NH:16][S:17]([CH2:20][CH2:21][CH2:22][CH2:23][CH3:24])(=[O:19])=[O:18])=[O:15])=[C:8]([NH:25][C:26]2[CH:31]=[CH:30][C:29]([C:32]([F:35])([F:34])[F:33])=[CH:28][CH:27]=2)[CH:7]=1. The catalyst is CO.[C].[Pd]. The product is [CH3:1][O:2][CH2:3][CH2:4][O:5][C:6]1[CH:11]=[CH:10][C:9]([CH2:12][CH2:13][C:14]([NH:16][S:17]([CH2:20][CH2:21][CH2:22][CH2:23][CH3:24])(=[O:19])=[O:18])=[O:15])=[C:8]([NH:25][C:26]2[CH:31]=[CH:30][C:29]([C:32]([F:35])([F:33])[F:34])=[CH:28][CH:27]=2)[CH:7]=1. The yield is 0.500. (3) The reactants are [C:1]([C:3]1[C:4]([F:15])=[C:5]([CH:9]=[CH:10][C:11]=1[O:12][CH2:13][CH3:14])[C:6](O)=[O:7])#[N:2].[H-].C([Al+]CC(C)C)C(C)C.C(C(C(C([O-])=O)O)O)([O-])=O.[K+].[Na+]. The catalyst is C1COCC1.CCOCC. The product is [CH2:13]([O:12][C:11]1[C:3]([C:1]#[N:2])=[C:4]([F:15])[C:5]([CH2:6][OH:7])=[CH:9][CH:10]=1)[CH3:14]. The yield is 0.630.